Dataset: NCI-60 drug combinations with 297,098 pairs across 59 cell lines. Task: Regression. Given two drug SMILES strings and cell line genomic features, predict the synergy score measuring deviation from expected non-interaction effect. (1) Drug 1: CS(=O)(=O)C1=CC(=C(C=C1)C(=O)NC2=CC(=C(C=C2)Cl)C3=CC=CC=N3)Cl. Drug 2: C1C(C(OC1N2C=C(C(=O)NC2=O)F)CO)O. Cell line: UO-31. Synergy scores: CSS=30.2, Synergy_ZIP=-10.8, Synergy_Bliss=-15.0, Synergy_Loewe=-9.51, Synergy_HSA=-8.59. (2) Drug 2: C1=NC2=C(N1)C(=S)N=CN2. Synergy scores: CSS=29.4, Synergy_ZIP=-4.51, Synergy_Bliss=0.488, Synergy_Loewe=-1.51, Synergy_HSA=0.770. Cell line: U251. Drug 1: CC(C)(C#N)C1=CC(=CC(=C1)CN2C=NC=N2)C(C)(C)C#N. (3) Drug 2: C1=CC=C(C(=C1)C(C2=CC=C(C=C2)Cl)C(Cl)Cl)Cl. Cell line: NCIH23. Synergy scores: CSS=27.1, Synergy_ZIP=-0.189, Synergy_Bliss=0.258, Synergy_Loewe=-8.58, Synergy_HSA=0.166. Drug 1: C1=C(C(=O)NC(=O)N1)N(CCCl)CCCl.